Dataset: Forward reaction prediction with 1.9M reactions from USPTO patents (1976-2016). Task: Predict the product of the given reaction. (1) Given the reactants [CH3:1][S:2][C:3]1[CH:11]=[CH:10][C:6]([C:7]([OH:9])=O)=[CH:5][CH:4]=1.C1N=CN(C(N2C=NC=C2)=O)C=1.Cl.[NH2:25][CH2:26][C:27]1[CH:28]=[C:29]2[C:33](=[CH:34][CH:35]=1)[C:32](=[O:36])[N:31]([C:37]1([CH3:45])[CH2:42][CH2:41][C:40](=[O:43])[NH:39][C:38]1=[O:44])[C:30]2=[O:46].CCOC(C)=O, predict the reaction product. The product is: [CH3:45][C:37]1([N:31]2[C:30](=[O:46])[C:29]3[C:33](=[CH:34][CH:35]=[C:27]([CH2:26][NH:25][C:7](=[O:9])[C:6]4[CH:5]=[CH:4][C:3]([S:2][CH3:1])=[CH:11][CH:10]=4)[CH:28]=3)[C:32]2=[O:36])[CH2:42][CH2:41][C:40](=[O:43])[NH:39][C:38]1=[O:44]. (2) The product is: [CH3:19][C:8]1([CH3:18])[C:4]2[C:5](=[CH:6][CH:7]=[C:2]([F:1])[C:3]=2[O:20][CH3:21])[CH:11]([NH:22][C:23]2[CH:32]=[CH:31][CH:30]=[C:29]3[C:24]=2[CH:25]=[CH:26][C:27](=[O:33])[NH:28]3)[C:10]([OH:17])([C:13]([F:16])([F:14])[F:15])[CH2:9]1. Given the reactants [F:1][C:2]1[C:3]([O:20][CH3:21])=[C:4]([C:8]([CH3:19])([CH3:18])[CH2:9][C:10]([OH:17])([C:13]([F:16])([F:15])[F:14])[CH:11]=O)[CH:5]=[CH:6][CH:7]=1.[NH2:22][C:23]1[CH:32]=[CH:31][CH:30]=[C:29]2[C:24]=1[CH:25]=[CH:26][C:27](=[O:33])[NH:28]2, predict the reaction product. (3) Given the reactants [OH:1][C:2]([C:5]1[CH:10]=[CH:9][C:8]([C:11]2[N:12]=[C:13]([CH2:33][O:34][CH2:35][CH2:36][NH:37]C(=O)OCC3C4C=CC=CC=4C4C3=CC=CC=4)[N:14]3[C:19]4[CH:20]=[CH:21][N:22](S(C5C=CC(C)=CC=5)(=O)=O)[C:18]=4[N:17]=[CH:16][C:15]=23)=[CH:7][CH:6]=1)([CH3:4])[CH3:3].[OH-].[Na+], predict the reaction product. The product is: [NH2:37][CH2:36][CH2:35][O:34][CH2:33][C:13]1[N:14]2[C:19]3[CH:20]=[CH:21][NH:22][C:18]=3[N:17]=[CH:16][C:15]2=[C:11]([C:8]2[CH:7]=[CH:6][C:5]([C:2]([OH:1])([CH3:3])[CH3:4])=[CH:10][CH:9]=2)[N:12]=1. (4) Given the reactants Cl.[S:2]1[CH:6]=[CH:5][CH:4]=[C:3]1[C:7]([NH2:9])=[NH:8].[Cl:10][C:11]1[CH:18]=[C:17]([F:19])[CH:16]=[CH:15][C:12]=1[CH:13]=O.[C:20]([O:26][CH3:27])(=[O:25])[CH2:21][C:22]([CH3:24])=O.C([O-])(=O)C.[Na+], predict the reaction product. The product is: [S:2]1[CH:6]=[CH:5][CH:4]=[C:3]1[C:7]1[NH:9][C:22]([CH3:24])=[C:21]([C:20]([O:26][CH3:27])=[O:25])[CH:13]([C:12]2[CH:15]=[CH:16][C:17]([F:19])=[CH:18][C:11]=2[Cl:10])[N:8]=1.